Task: Regression/Classification. Given a drug SMILES string, predict its absorption, distribution, metabolism, or excretion properties. Task type varies by dataset: regression for continuous measurements (e.g., permeability, clearance, half-life) or binary classification for categorical outcomes (e.g., BBB penetration, CYP inhibition). For this dataset (vdss_lombardo), we predict log10(VDss) (log10 of volume of distribution in L/kg).. Dataset: Volume of distribution at steady state (VDss) regression data from Lombardo et al. (1) The drug is CCCC(=O)N1CCCN(c2nc(N)c3cc(OC)c(OC)cc3n2)CC1. The log10(VDss) is -0.140. (2) The compound is CC(C)([NH3+])CC(=O)NC1CCc2ccccc2N(Cc2ccc(-c3ccccc3-c3nnn[n-]3)cc2)C1=O. The log10(VDss) is -0.700. (3) The molecule is Oc1ccc2c(c1)C13CCCCC1(O)C(C2)[NH+](CC1CCC1)CC3. The log10(VDss) is 1.08. (4) The compound is CC(Cn1cnc2c(N)ncnc21)OCP(=O)([O-])[O-]. The log10(VDss) is -0.0800. (5) The molecule is CN[C@H]1C(=O)N[C@@H]2Cc3ccc(cc3)Oc3cc4cc(c3O[C@@H]3O[C@H](C(=O)[O-])[C@@H](O)[C@H](O)[C@H]3NC(=O)CCCCCCCCC(C)C)Oc3ccc(cc3Cl)[C@@H](O)[C@@H]3NC(=O)[C@H](NC(=O)[C@@H]4NC(=O)[C@@H](NC2=O)c2cc(cc(O)c2Cl)Oc2cc1ccc2O)c1ccc(O)c(c1)-c1c(O[C@H]2O[C@H](CO)[C@@H](O)[C@H](O)[C@@H]2O)cc(O)cc1[C@@H](C(=O)NCCC[NH+](C)C)NC3=O. The log10(VDss) is -0.850. (6) The compound is CNS(=O)(=O)CCc1ccc2[nH]cc(C3CC[NH+](C)CC3)c2c1. The log10(VDss) is 0.380. (7) The log10(VDss) is -0.370. The molecule is CN(Cc1cnc2nc(N)nc(N)c2n1)c1ccc(C(=O)NC(CCC(=O)[O-])C(=O)[O-])cc1. (8) The drug is CC[NH+]1CC2C[NH+](C)CC(C1)C2OC(=O)c1ccc(Cl)cc1. The log10(VDss) is 0.950. (9) The log10(VDss) is 0.340. The drug is Nc1nc(F)nc2c1ncn2C1OC(CO)C(O)C1O. (10) The drug is CC(=O)OC12COC1CC(O)C1(C)C(=O)C(O)C3=C(C)C(OC(=O)C(O)C(NC(=O)OC(C)(C)C)c4ccccc4)CC(O)(C(OC(=O)c4ccccc4)C21)C3(C)C. The log10(VDss) is 0.320.